This data is from Full USPTO retrosynthesis dataset with 1.9M reactions from patents (1976-2016). The task is: Predict the reactants needed to synthesize the given product. (1) Given the product [OH:33][C@@H:32]([C:34]1[CH:39]=[CH:38][CH:37]=[CH:36][CH:35]=1)[C@@H:31]([N:30]([CH3:29])[C:23](=[O:25])[C@H:22]([NH:21][C:19](=[O:20])[O:18][C:14]([CH3:15])([CH3:16])[CH3:17])[CH2:26][CH:27]=[CH2:28])[CH3:40], predict the reactants needed to synthesize it. The reactants are: C1(NC2CCCCC2)CCCCC1.[C:14]([O:18][C:19]([NH:21][C@H:22]([CH2:26][CH:27]=[CH2:28])[C:23]([OH:25])=O)=[O:20])([CH3:17])([CH3:16])[CH3:15].[CH3:29][NH:30][C@@H:31]([CH3:40])[C@H:32]([C:34]1[CH:39]=[CH:38][CH:37]=[CH:36][CH:35]=1)[OH:33]. (2) Given the product [Cl:14][CH:5]([C:4]([CH:1]1[CH2:3][CH2:2]1)=[O:10])[C:6]([O:8][CH3:9])=[O:7], predict the reactants needed to synthesize it. The reactants are: [CH:1]1([C:4](=[O:10])[CH2:5][C:6]([O:8][CH3:9])=[O:7])[CH2:3][CH2:2]1.S(Cl)([Cl:14])(=O)=O.O.C(Cl)(Cl)Cl. (3) Given the product [Br:19][CH2:20][C:21]1[CH:30]=[CH:29][C:28]2[C:23](=[CH:24][CH:25]=[C:6]([CH2:4][O:3][CH3:2])[CH:27]=2)[CH:22]=1, predict the reactants needed to synthesize it. The reactants are: C[CH2:2][O:3][C:4]([CH3:6])=O.CCCCCC.CC([O-])(C)C.[K+].[Br:19][CH2:20][C:21]1[CH:30]=[CH:29][C:28]2[C:23](=[CH:24][CH:25]=C(CBr)[CH:27]=2)[CH:22]=1.O. (4) Given the product [NH2:1][C@@H:2]([C@H:3]([OH:4])[CH3:5])[C:6]([O:8][CH3:13])=[O:7], predict the reactants needed to synthesize it. The reactants are: [NH2:1][C@H:2]([C:6]([OH:8])=[O:7])[C@@H:3]([CH3:5])[OH:4].O=S(Cl)Cl.[CH3:13]CN(CC)CC. (5) Given the product [OH:9][C:10]1[CH:11]=[C:12]([C:17]2[N:21]([CH2:22][C:23]#[N:24])[N:20]=[CH:19][C:18]=2[C:25]2[CH:30]=[CH:29][N:28]=[C:27]([C:31]3[CH:32]=[CH:33][C:34]([C:37](=[O:39])[CH3:38])=[CH:35][CH:36]=3)[CH:26]=2)[CH:13]=[C:14]([CH3:16])[CH:15]=1, predict the reactants needed to synthesize it. The reactants are: B(F)(F)F.CSC.C[O:9][C:10]1[CH:11]=[C:12]([C:17]2[N:21]([CH2:22][C:23]#[N:24])[N:20]=[CH:19][C:18]=2[C:25]2[CH:30]=[CH:29][N:28]=[C:27]([C:31]3[CH:36]=[CH:35][C:34]([C:37](=[O:39])[CH3:38])=[CH:33][CH:32]=3)[CH:26]=2)[CH:13]=[C:14]([CH3:16])[CH:15]=1. (6) The reactants are: Cl[C:2]1[C:7]([N+:8]([O-])=O)=[CH:6][CH:5]=[CH:4][C:3]=1[CH3:11].[C:12]1([NH:18][C:19](=O)[CH3:20])[CH:17]=[CH:16][CH:15]=[CH:14][CH:13]=1. Given the product [CH3:20][C:19]1[N:18]([C:12]2[CH:17]=[CH:16][CH:15]=[CH:14][CH:13]=2)[C:2]2[C:3]([CH3:11])=[CH:4][CH:5]=[CH:6][C:7]=2[N:8]=1, predict the reactants needed to synthesize it. (7) Given the product [CH2:1]([O:3][C:4](=[O:27])[CH2:5][CH:6]([O:26][CH2:28][CH3:29])[C:7]1[CH:12]=[CH:11][C:10]([O:13][CH2:14][C:15]2[CH2:20][CH2:19][CH2:18][C:17]3([CH2:21][CH2:22][CH2:23][CH2:24][CH2:25]3)[CH:16]=2)=[CH:9][CH:8]=1)[CH3:2], predict the reactants needed to synthesize it. The reactants are: [CH2:1]([O:3][C:4](=[O:27])[CH2:5][CH:6]([OH:26])[C:7]1[CH:12]=[CH:11][C:10]([O:13][CH2:14][C:15]2[CH2:20][CH2:19][CH2:18][C:17]3([CH2:25][CH2:24][CH2:23][CH2:22][CH2:21]3)[CH:16]=2)=[CH:9][CH:8]=1)[CH3:2].[CH:28](N(CC)C(C)C)(C)[CH3:29].ClCCl.F[B-](F)(F)F.C([O+](CC)CC)C. (8) Given the product [F:1][C:2]1[CH:3]=[N:4][C:5]2[N:6]([N:8]=[CH:9][C:10]=2[C:11]([O-:13])=[O:12])[CH:7]=1.[Li+:17], predict the reactants needed to synthesize it. The reactants are: [F:1][C:2]1[CH:3]=[N:4][C:5]2[N:6]([N:8]=[CH:9][C:10]=2[C:11]([O:13]CC)=[O:12])[CH:7]=1.[OH-].[Li+:17].